The task is: Regression. Given a peptide amino acid sequence and an MHC pseudo amino acid sequence, predict their binding affinity value. This is MHC class II binding data.. This data is from Peptide-MHC class II binding affinity with 134,281 pairs from IEDB. (1) The peptide sequence is EKKYFAMTQFEPLAA. The MHC is HLA-DPA10201-DPB10501 with pseudo-sequence HLA-DPA10201-DPB10501. The binding affinity (normalized) is 0.774. (2) The peptide sequence is QYIKANSKFIGITE. The MHC is DRB1_0301 with pseudo-sequence DRB1_0301. The binding affinity (normalized) is 0.562.